This data is from Full USPTO retrosynthesis dataset with 1.9M reactions from patents (1976-2016). The task is: Predict the reactants needed to synthesize the given product. (1) Given the product [CH3:1][O:2][C:3]1[CH:4]=[CH:5][C:6]([CH2:9][CH2:10][C:11]2[CH:16]=[CH:15][C:14]([CH3:17])=[CH:13][C:12]=2[NH2:18])=[CH:7][CH:8]=1, predict the reactants needed to synthesize it. The reactants are: [CH3:1][O:2][C:3]1[CH:8]=[CH:7][C:6]([CH:9]=[CH:10][C:11]2[CH:16]=[CH:15][C:14]([CH3:17])=[CH:13][C:12]=2[N+:18]([O-])=O)=[CH:5][CH:4]=1.[H][H]. (2) Given the product [CH:2]([C:3]1[CH:4]=[C:5]([CH2:11][CH:12]([O:18][CH:19]([CH3:20])[CH3:21])[C:13]([O:15][CH2:16][CH3:17])=[O:14])[CH:6]=[CH:7][C:8]=1[O:9][CH3:10])=[O:1], predict the reactants needed to synthesize it. The reactants are: [OH:1][CH2:2][C:3]1[CH:4]=[C:5]([CH2:11][CH:12]([O:18][CH:19]([CH3:21])[CH3:20])[C:13]([O:15][CH2:16][CH3:17])=[O:14])[CH:6]=[CH:7][C:8]=1[O:9][CH3:10].C[N+]1([O-])CCOCC1. (3) Given the product [ClH:68].[CH3:27][N:28]1[C:32]([CH3:33])=[C:31]([CH2:34][N:35]2[CH2:36][CH2:37][N:38]([C:41]3[C:46]([C:47]4[CH:48]=[CH:49][C:50]([CH2:53][N:5]5[C:4](=[O:6])[CH2:3][CH2:2][C:1]5=[O:7])=[CH:51][CH:52]=4)=[N:45][CH:44]=[CH:43][N:42]=3)[CH2:39][CH2:40]2)[CH:30]=[N:29]1, predict the reactants needed to synthesize it. The reactants are: [C:1]1(=[O:7])[NH:5][C:4](=[O:6])[CH2:3][CH2:2]1.C1(P(C2C=CC=CC=2)C2C=CC=CC=2)C=CC=CC=1.[CH3:27][N:28]1[C:32]([CH3:33])=[C:31]([CH2:34][N:35]2[CH2:40][CH2:39][N:38]([C:41]3[C:46]([C:47]4[CH:52]=[CH:51][C:50]([CH2:53]O)=[CH:49][CH:48]=4)=[N:45][CH:44]=[CH:43][N:42]=3)[CH2:37][CH2:36]2)[CH:30]=[N:29]1.N(C(OCC)=O)=NC(OCC)=O.C(Cl)[Cl:68]. (4) Given the product [CH2:31]([N:12]1[C:13]([C:22]2[CH:23]=[CH:24][C:25]([CH3:28])=[CH:26][CH:27]=2)=[C:14]([C:16]2[CH:21]=[CH:20][N:19]=[CH:18][CH:17]=2)[N:15]=[C:11]1[C:5]1[C:4]([Cl:3])=[CH:9][CH:8]=[CH:7][C:6]=1[Cl:10])[CH:30]=[CH2:29], predict the reactants needed to synthesize it. The reactants are: [H-].[Na+].[Cl:3][C:4]1[CH:9]=[CH:8][CH:7]=[C:6]([Cl:10])[C:5]=1[C:11]1[NH:12][C:13]([C:22]2[CH:27]=[CH:26][C:25]([CH3:28])=[CH:24][CH:23]=2)=[C:14]([C:16]2[CH:21]=[CH:20][N:19]=[CH:18][CH:17]=2)[N:15]=1.[CH2:29](Br)[CH:30]=[CH2:31].C(OCC)(=O)C. (5) Given the product [C:8]([CH2:7][NH:6][C:4](=[O:5])[C:3]1[CH:10]=[CH:11][CH:12]=[C:13]([CH3:14])[C:2]=1[NH:1][C:18]1[C:19]([Cl:23])=[CH:20][N:21]=[C:16]([Cl:15])[N:17]=1)#[N:9], predict the reactants needed to synthesize it. The reactants are: [NH2:1][C:2]1[C:13]([CH3:14])=[CH:12][CH:11]=[CH:10][C:3]=1[C:4]([NH:6][CH2:7][C:8]#[N:9])=[O:5].[Cl:15][C:16]1[N:21]=[C:20](Cl)[C:19]([Cl:23])=[CH:18][N:17]=1.C(=O)([O-])[O-].[K+].[K+].CN(C)C=O.[Cl-].[NH4+]. (6) Given the product [F:1][C:2]1[CH:7]=[C:6]([CH:5]=[CH:4][C:3]=1[N:11]1[CH2:12][CH2:13][N:14]([CH2:17][CH2:18][F:19])[CH2:15][CH2:16]1)[NH2:8], predict the reactants needed to synthesize it. The reactants are: [F:1][C:2]1[CH:7]=[C:6]([N+:8]([O-])=O)[CH:5]=[CH:4][C:3]=1[N:11]1[CH2:16][CH2:15][N:14]([CH2:17][CH2:18][F:19])[CH2:13][CH2:12]1.CO.C(Cl)Cl. (7) Given the product [F:1][C:2]1[CH:7]=[C:6]([N+:8]([O-:10])=[O:9])[CH:5]=[CH:4][C:3]=1[N:11]1[CH2:16][CH2:15][N:14]([CH2:19][C@@H:20]([OH:22])[CH3:21])[CH2:13][CH2:12]1, predict the reactants needed to synthesize it. The reactants are: [F:1][C:2]1[CH:7]=[C:6]([N+:8]([O-:10])=[O:9])[CH:5]=[CH:4][C:3]=1[N:11]1[CH2:16][CH2:15][NH:14][CH2:13][CH2:12]1.CO.[CH2:19]1[O:22][C@H:20]1[CH3:21]. (8) Given the product [CH2:1]([C@H:8]([NH:19][C:20](=[O:30])[O:21][C@@H:22]1[C@H:29]2[C@H:25]([O:26][CH2:27][CH2:28]2)[O:24][CH2:23]1)[C@H:9]([OH:18])[CH2:10][N:11]([O:12][CH:13]([CH2:14][CH3:15])[CH2:16][CH3:17])[S:40]([C:36]1[CH:37]=[CH:38][CH:39]=[C:34]([N+:31]([O-:33])=[O:32])[CH:35]=1)(=[O:41])=[O:42])[C:2]1[CH:3]=[CH:4][CH:5]=[CH:6][CH:7]=1, predict the reactants needed to synthesize it. The reactants are: [CH2:1]([C@H:8]([NH:19][C:20](=[O:30])[O:21][C@@H:22]1[C@H:29]2[C@H:25]([O:26][CH2:27][CH2:28]2)[O:24][CH2:23]1)[C@H:9]([OH:18])[CH2:10][NH:11][O:12][CH:13]([CH2:16][CH3:17])[CH2:14][CH3:15])[C:2]1[CH:7]=[CH:6][CH:5]=[CH:4][CH:3]=1.[N+:31]([C:34]1[CH:35]=[C:36]([S:40](Cl)(=[O:42])=[O:41])[CH:37]=[CH:38][CH:39]=1)([O-:33])=[O:32].C(N(C(C)C)CC)(C)C. (9) Given the product [CH3:44][N:43]([CH2:42][C@@H:41]1[CH2:40][C:39]2[C:34](=[CH:35][CH:36]=[CH:37][CH:38]=2)[CH2:33][N:32]1[C:30]([C:25]1[CH:26]=[CH:27][CH:28]=[CH:29][C:24]=1[N:20]1[C:21]([CH3:23])=[CH:22][C:18]([C:16]([N:15]([C:12]2[CH:11]=[CH:10][C:9]([OH:8])=[CH:14][CH:13]=2)[C:46]2[CH:47]=[CH:48][CH:49]=[CH:50][CH:51]=2)=[O:17])=[CH:19]1)=[O:31])[CH3:45], predict the reactants needed to synthesize it. The reactants are: C([O:8][C:9]1[CH:14]=[CH:13][C:12]([N:15]([C:46]2[CH:51]=[CH:50][CH:49]=[CH:48][CH:47]=2)[C:16]([C:18]2[CH:22]=[C:21]([CH3:23])[N:20]([C:24]3[CH:29]=[CH:28][CH:27]=[CH:26][C:25]=3[C:30]([N:32]3[C@H:41]([CH2:42][N:43]([CH3:45])[CH3:44])[CH2:40][C:39]4[C:34](=[CH:35][CH:36]=[CH:37][CH:38]=4)[CH2:33]3)=[O:31])[CH:19]=2)=[O:17])=[CH:11][CH:10]=1)C1C=CC=CC=1.C1CCCCC=1.